This data is from Experimentally validated miRNA-target interactions with 360,000+ pairs, plus equal number of negative samples. The task is: Binary Classification. Given a miRNA mature sequence and a target amino acid sequence, predict their likelihood of interaction. (1) The miRNA is hsa-miR-3939 with sequence UACGCGCAGACCACAGGAUGUC. The protein sequence of the target gene is MNGHISNHPSSFGMYPSQMNGYGSSPTFSQTDREHGSKTSAKALYEQRKNYARDSVSSVSDISQYRVEHLTTFVLDRKDAMITVDDGIRKLKLLDAKGKVWTQDMILQVDDRAVSLIDLESKNELENFPLNTIQHCQAVMHSCSYDSVLALVCKEPTQNKPDLHLFQCDEVKANLISEDIESAISDSKGGKQKRRPDALRMISNADPSIPPPPRAPAPAPPGTVTQVDVRSRVAAWSAWAADQGDFEKPRQYHEQEETPEMMAARIDRDVQILNHILDDIEFFITKLQKAAEAFSELSKR.... Result: 0 (no interaction). (2) The protein sequence of the target gene is MTLFPVLLFLVAGLLPSFPANEDKDPAFTALLTTQTQVQREIVNKHNELRRAVSPPARNMLKMEWNKEAAANAQKWANQCNYRHSNPKDRMTSLKCGENLYMSSASSSWSQAIQSWFDEYNDFDFGVGPKTPNAVVGHYTQVVWYSSYLVGCGNAYCPNQKVLKYYYVCQYCPAGNWANRLYVPYEQGAPCASCPDNCDDGLCTNGCKYEDLYSNCKSLKLTLTCKHQLVRDSCKASCNCSNSIY. Result: 1 (interaction). The miRNA is hsa-miR-1229-3p with sequence CUCUCACCACUGCCCUCCCACAG. (3) The protein sequence of the target gene is MAPADLASEGPKLEDPPAPHLFGKCPSGLIMAKLETLPVRADPGRDPLLAFAPRPSELGPPDPRLTMGSVGSGVTHAQEFPMKSVGTRTGGGGNQGSFPGPRSGGSGANRERPGRYPSEDKVLANSLYLNGELRGSDHTDVCGNVVGSSGGSSSSGGSDKAPPQYREPNHPPKLLTTSGKLDQCSEPLVRPSAFKPVVPKNFHSMQNLCPPQTNGTPEGRQGPAGLKGGLDKSRTMTPAGGSGGGLSDSGRNSLTSLPTYSSSYSQHLAPLSASTSHINRIGTAGYSSGSSGGGSGYQDL.... Result: 1 (interaction). The miRNA is mmu-miR-410-3p with sequence AAUAUAACACAGAUGGCCUGU. (4) The miRNA is hsa-miR-4713-5p with sequence UUCUCCCACUACCAGGCUCCCA. The protein sequence of the target gene is MDEQAGPGVFFSNNHPGAGGAKGLGPLAEAAAAGDGAAAAGAARAQYSLPGILHFLQHEWARFEVERAQWEVERAELQAQIAFLQGERKGQENLKKDLVRRIKMLEYALKQERAKYHKLKYGTELNQGDMKPPSYDSDEGNETEVQPQQNSQLMWKQGRQLLRQYLQEVGYTDTILDVKSKRVRALLGFSSDVTDREDDKNQDSVINGTEAEVKETAMIGKSELTDSASVLDNFKFLESAAADVSDEDEDEDTDGRAKSVIDTSTIVRKKALPDTSEDRDTKEALKEFDFLVTSEEGDNE.... Result: 0 (no interaction). (5) The miRNA is hsa-miR-3150a-3p with sequence CUGGGGAGAUCCUCGAGGUUGG. The protein sequence of the target gene is MALAGAPAGGPCAPALEALLGAGALRLLDSSQIVIISAAQDASAPPAPTGPAAPAAGPCDPDLLLFATPQAPRPTPSAPRPALGRPPVKRRLDLETDHQYLAESSGPARGRGRHPGKGVKSPGEKSRYETSLNLTTKRFLELLSHSADGVVDLNWAAEVLKVQKRRIYDITNVLEGIQLIAKKSKNHIQWLGSHTTVGVGGRLEGLTQDLRQLQESEQQLDHLMNICTTQLRLLSEDTDSQRLAYVTCQDLRSIADPAEQMVMVIKAPPETQLQAVDSSENFQISLKSKQGPIDVFLCPE.... Result: 1 (interaction). (6) The miRNA is hsa-miR-5011-3p with sequence GUGCAUGGCUGUAUAUAUAACA. The protein sequence of the target gene is MVAKQRIRMANEKHSKNITQRGNVAKTSRNAPEEKASVGPWLLALFIFVVCGSAIFQIIQSIRMGM. Result: 0 (no interaction).